This data is from Forward reaction prediction with 1.9M reactions from USPTO patents (1976-2016). The task is: Predict the product of the given reaction. (1) Given the reactants [CH3:1][C:2]12[NH:11][C:10](=[O:12])[O:9][CH:8]1[CH2:7][CH2:6][N:5]([C:13](OCC1C=CC=CC=1)=O)[CH2:4][CH2:3]2.CC1CC=CCC=1.Cl[C:31]1[N:35](C)[N:34]=[CH:33][C:32]=1[N+:37]([O-:39])=[O:38].[F-].[K+], predict the reaction product. The product is: [CH3:1][C:2]12[NH:11][C:10](=[O:12])[O:9][CH:8]1[CH2:7][CH2:6][N:5]([C:13]1[N:34]([CH3:33])[N:35]=[CH:31][C:32]=1[N+:37]([O-:39])=[O:38])[CH2:4][CH2:3]2. (2) Given the reactants [Cl:1][C:2]1[C:7]([F:8])=[CH:6][CH:5]=[C:4]([O:9][CH3:10])[C:3]=1[C@H:11]([C:13]1[C:21]2[C:16](=[N:17][CH:18]=[C:19](B3OC(C)(C)C(C)(C)O3)[CH:20]=2)[NH:15][CH:14]=1)[CH3:12].Br[C:32]1[C:33]([C:38]([F:41])([F:40])[F:39])=[N:34][N:35]([CH3:37])[CH:36]=1.C([O-])([O-])=O.[K+].[K+].O, predict the reaction product. The product is: [Cl:1][C:2]1[C:7]([F:8])=[CH:6][CH:5]=[C:4]([O:9][CH3:10])[C:3]=1[C@H:11]([C:13]1[C:21]2[C:16](=[N:17][CH:18]=[C:19]([C:32]3[C:33]([C:38]([F:41])([F:40])[F:39])=[N:34][N:35]([CH3:37])[CH:36]=3)[CH:20]=2)[NH:15][CH:14]=1)[CH3:12]. (3) The product is: [F:18][C:19]1[CH:20]=[C:21]([C:26]#[C:27][CH2:28][CH:29]2[CH2:30][CH2:31][N:32]([C:36]3[C:41]([N+:42]([O-:44])=[O:43])=[CH:40][CH:39]=[C:38]([CH3:45])[N:37]=3)[CH2:33][CH2:34]2)[CH:22]=[C:23]([F:25])[CH:24]=1. Given the reactants CC1N=C(C#CC(C2CCNCC2)O)C=CC=1.[F:18][C:19]1[CH:20]=[C:21]([C:26]#[C:27][CH2:28][CH:29]2[CH2:34][CH2:33][NH:32][CH2:31][CH2:30]2)[CH:22]=[C:23]([F:25])[CH:24]=1.Cl[C:36]1[C:41]([N+:42]([O-:44])=[O:43])=[CH:40][CH:39]=[C:38]([CH3:45])[N:37]=1, predict the reaction product. (4) Given the reactants [NH2:1][C:2]1[C:7]([C:8]#[N:9])=[C:6]([C:10]2[CH:15]=[CH:14][C:13]([O:16][CH2:17][CH2:18][OH:19])=[CH:12][CH:11]=2)[C:5]([C:20]#[N:21])=[C:4]([S:22][CH2:23][C:24]2[N:25]=[C:26]([C:29]3[CH:34]=[CH:33][C:32]([Cl:35])=[CH:31][CH:30]=3)[S:27][CH:28]=2)[N:3]=1.C(N(CC)CC)C.[P:43](Cl)(Cl)(Cl)=[O:44].[OH2:48].C1C[O:52]CC1, predict the reaction product. The product is: [P:43]([O:19][CH2:18][CH2:17][O:16][C:13]1[CH:12]=[CH:11][C:10]([C:6]2[C:5]([C:20]#[N:21])=[C:4]([S:22][CH2:23][C:24]3[N:25]=[C:26]([C:29]4[CH:30]=[CH:31][C:32]([Cl:35])=[CH:33][CH:34]=4)[S:27][CH:28]=3)[N:3]=[C:2]([NH2:1])[C:7]=2[C:8]#[N:9])=[CH:15][CH:14]=1)([OH:44])([OH:52])=[O:48]. (5) Given the reactants [BH-](OC(C)=O)(OC(C)=O)OC(C)=O.[Na+].[Br:15][C:16]1[N:21]=[C:20]([CH:22]=O)[CH:19]=[CH:18][CH:17]=1.[NH:24]1[CH2:29][CH2:28][O:27][CH2:26][CH2:25]1.C([O-])(O)=O.[Na+], predict the reaction product. The product is: [Br:15][C:16]1[N:21]=[C:20]([CH2:22][N:24]2[CH2:29][CH2:28][O:27][CH2:26][CH2:25]2)[CH:19]=[CH:18][CH:17]=1. (6) Given the reactants N([C:8]([O:10][CH2:11][CH3:12])=O)=N[C:8]([O:10][CH2:11][CH3:12])=O.[CH:13]1([OH:17])[CH2:16][CH2:15][CH2:14]1.[N+:18]([C:21]1[CH:29]=[CH:28][C:24]([C:25]([OH:27])=O)=[CH:23][CH:22]=1)([O-:20])=[O:19].[C:30]1(P([C:30]2[CH:35]=[CH:34]C=[CH:32][CH:31]=2)[C:30]2[CH:35]=[CH:34]C=[CH:32][CH:31]=2)[CH:35]=[CH:34]C=[CH:32][CH:31]=1, predict the reaction product. The product is: [N+:18]([C:21]1[CH:22]=[CH:23][C:24]([C:25]([O:17][C@H:13]2[CH2:16][C@H:15]([CH2:8][O:10][CH2:11][C:12]3[CH:34]=[CH:35][CH:30]=[CH:31][CH:32]=3)[CH2:14]2)=[O:27])=[CH:28][CH:29]=1)([O-:20])=[O:19]. (7) Given the reactants [N:1]1[CH:6]=[CH:5][C:4]([CH2:7][CH2:8][CH2:9][CH2:10][C:11]([O:13]CC)=O)=[CH:3][CH:2]=1.[Li+].CC([N-]C(C)C)C.[N:24]1[S:25][N:26]=[C:27]2[CH:32]=[C:31]([NH:33][C:34]3[N:41]=[CH:40][CH:39]=[CH:38][C:35]=3[CH:36]=O)[CH:30]=[CH:29][C:28]=12.O, predict the reaction product. The product is: [N:24]1[S:25][N:26]=[C:27]2[CH:32]=[C:31]([N:33]3[C:34]4[C:35](=[CH:38][CH:39]=[CH:40][N:41]=4)[CH:36]=[C:10]([CH2:9][CH2:8][CH2:7][C:4]4[CH:3]=[CH:2][N:1]=[CH:6][CH:5]=4)[C:11]3=[O:13])[CH:30]=[CH:29][C:28]=12.